Dataset: Peptide-MHC class II binding affinity with 134,281 pairs from IEDB. Task: Regression. Given a peptide amino acid sequence and an MHC pseudo amino acid sequence, predict their binding affinity value. This is MHC class II binding data. (1) The MHC is DRB1_0701 with pseudo-sequence DRB1_0701. The binding affinity (normalized) is 0.797. The peptide sequence is HVTRGAFLVRNGKKL. (2) The peptide sequence is AAATAGTTVYMAFAA. The MHC is HLA-DQA10401-DQB10402 with pseudo-sequence HLA-DQA10401-DQB10402. The binding affinity (normalized) is 0.393. (3) The peptide sequence is IEKVDAAFKVAATAANAAPA. The MHC is HLA-DPA10103-DPB10401 with pseudo-sequence HLA-DPA10103-DPB10401. The binding affinity (normalized) is 0.0962. (4) The peptide sequence is GCAINFGKRELKCGD. The MHC is DRB1_0801 with pseudo-sequence DRB1_0801. The binding affinity (normalized) is 0.313. (5) The peptide sequence is VETRDGQVI. The MHC is DRB1_0101 with pseudo-sequence DRB1_0101. The binding affinity (normalized) is 0. (6) The peptide sequence is EHRWREIYNMVKFRM. The MHC is HLA-DQA10501-DQB10301 with pseudo-sequence HLA-DQA10501-DQB10301. The binding affinity (normalized) is 0.143. (7) The peptide sequence is LVQDDVIPANWKPDT. The MHC is DRB1_0101 with pseudo-sequence DRB1_0101. The binding affinity (normalized) is 0.181. (8) The peptide sequence is INEFTAAAIAYGLDR. The MHC is HLA-DQA10401-DQB10402 with pseudo-sequence HLA-DQA10401-DQB10402. The binding affinity (normalized) is 0.626.